From a dataset of Forward reaction prediction with 1.9M reactions from USPTO patents (1976-2016). Predict the product of the given reaction. (1) Given the reactants [OH-].[CH2:2]([N+:8]([CH3:11])([CH3:10])[CH3:9])[CH2:3][CH2:4][CH2:5][CH2:6][CH3:7].C([O:14][Si:15]([O:22]CC)([O:19]CC)[O:16]CC)C, predict the reaction product. The product is: [Si:15]([O-:22])([O-:19])([O-:16])[O-:14].[CH2:2]([N+:8]([CH3:11])([CH3:10])[CH3:9])[CH2:3][CH2:4][CH2:5][CH2:6][CH3:7].[CH2:2]([N+:8]([CH3:11])([CH3:10])[CH3:9])[CH2:3][CH2:4][CH2:5][CH2:6][CH3:7].[CH2:2]([N+:8]([CH3:11])([CH3:10])[CH3:9])[CH2:3][CH2:4][CH2:5][CH2:6][CH3:7].[CH2:2]([N+:8]([CH3:11])([CH3:10])[CH3:9])[CH2:3][CH2:4][CH2:5][CH2:6][CH3:7]. (2) Given the reactants [Br:1][C:2]1[CH:10]=[CH:9][C:5]([C:6]([OH:8])=O)=[C:4]([CH3:11])[CH:3]=1.[CH3:12][Li], predict the reaction product. The product is: [Br:1][C:2]1[CH:10]=[CH:9][C:5]([C:6](=[O:8])[CH3:12])=[C:4]([CH3:11])[CH:3]=1.